The task is: Binary Classification. Given a miRNA mature sequence and a target amino acid sequence, predict their likelihood of interaction.. This data is from Experimentally validated miRNA-target interactions with 360,000+ pairs, plus equal number of negative samples. (1) The miRNA is hsa-miR-7150 with sequence CUGGCAGGGGGAGAGGUA. The protein sequence of the target gene is MAGSDTAPFLSQADDPDDGPVPGTPGLPGSTGNPKSEEPEVPDQEGLQRITGLSPGRSALIVAVLCYINLLNYMDRFTVAGVLPDIEQFFNIGDSSSGLIQTVFISSYMVLAPVFGYLGDRYNRKYLMCGGIAFWSLVTLGSSFIPGEHFWLLLLTRGLVGVGEASYSTIAPTLIADLFVADQRSRMLSIFYFAIPVGSGLGYIAGSKVKDMAGDWHWALRVTPGLGVVAVLLLFLVVREPPRGAVERHSDLPPLNPTSWWADLRALARNPSFVLSSLGFTAVAFVTGSLALWAPAFLLR.... Result: 0 (no interaction). (2) The miRNA is hsa-miR-4726-5p with sequence AGGGCCAGAGGAGCCUGGAGUGG. The protein sequence of the target gene is MDNSWRLGPAIGLSAGQSQLLVSLLLLLTRVQPGTDVAAPEHISYVPQLSNDTLAGRLTLSTFTLEQPLGQFSSHNISDLDTIWLVVALSNATQSFTAPRTNQDIPAPANFSQRGYYLTLRANRVLYQTRGQLHVLRVGNDTHCQPTKIGCNHPLPGPGPYRVKFLVMNDEGPVAETKWSSDTRLQQAQALRAVPGPQSPGTVVIIAILSILLAVLLTVLLAVLIYTCFNSCRSTSLSGPEEAGSVRRYTTHLAFSTPAEGAS. Result: 1 (interaction). (3) Result: 0 (no interaction). The protein sequence of the target gene is MVVLSVPAEVTVILLDIEGTTTPIAFVKDILFPYIEENVKEYLQTHWEEEECQQDVSLLRKQAEEDAHLDGAVPIPAASGNGVDDLQQMIQAVVDNVCWQMSLDRKTTALKQLQGHMWRAAFTAGRMKAEFFADVVPAVRKWREAGMKVYIYSSGSVEAQKLLFGHSTEGDILELVDGHFDTKIGHKVESESYRKIADSIGCSTNNILFLTDVTREASAAEEADVHVAVVVRPGNAGLTDDEKTYYSLITSFSELYLPSST. The miRNA is hsa-miR-7161-5p with sequence UAAAGACUGUAGAGGCAACUGGU. (4) The miRNA is hsa-miR-6852-3p with sequence UGUCCUCUGUUCCUCAG. The protein sequence of the target gene is MGDPRCAPLLLLLLLPLLFTPPAGDAAVITGACDKDSQCGGGMCCAVSIWVKSIRICTPMGQVGDSCHPLTRKSHVANGRQERRRAKRRKRKKEVPFWGRRMHHTCPCLPGLACLRTSFNRFICLARK. Result: 0 (no interaction). (5) The miRNA is hsa-miR-4295 with sequence CAGUGCAAUGUUUUCCUU. The protein sequence of the target gene is MSYRRELEKYRDLDEDEILGALTEEELRTLENELDELDPDNALLPAGLRQKDQTTKAPTGPFKREELLDHLEKQAKEFKDREDLVPYTGEKRGKVWVPKQKPMDPVLESVTLEPELEEALANASDAELCDIAAILGMHTLMSNQQYYQALGSSSIVNKEGLNSVIKPTQYKPVPDEEPNSTDVEETLERIKNNDPELEEVNLNNIRNIPIPTLKAYAEALKENSYVKKFSIVGTRSNDPVAFALAEMLKVNKVLKTLNVESNFISGAGILRLVEALPHNTSLVELKIDNQSQPLGNKVEM.... Result: 0 (no interaction). (6) The miRNA is cel-miR-245-3p with sequence AUUGGUCCCCUCCAAGUAGCUC. The protein sequence of the target gene is MVQRLWVSRLLRHRKAQLLLVNLLTFGLEVCLAAGITYVPPLLLEVGVEEKFMTMVLGIGPVLGLVCVPLLGSASDHWRGRYGRRRPFIWALSLGILLSLFLIPRAGWLAGLLCPDPRPLELALLILGVGLLDFCGQVCFTPLEALLSDLFRDPDHCRQAYSVYAFMISLGGCLGYLLPAIDWDTSALAPYLGTQEECLFGLLTLIFLTCVAATLLVAEEAALGPTEPAEGLSAPSLSPHCCPCRARLAFRNLGALLPRLHQLCCRMPRTLRRLFVAELCSWMALMTFTLFYTDFVGEGL.... Result: 0 (no interaction). (7) The miRNA is hsa-miR-3145-3p with sequence AGAUAUUUUGAGUGUUUGGAAUUG. The protein sequence of the target gene is MSLLSLSWLGLRPVAASPWLLLLVVGASWLLARILAWTYAFYHNGRRLRCFPQPRKQNWFLGHLGLVTPTEEGLRVLTQLVATYPQGFVRWLGPITPIINLCHPDIVRSVINTSDAITDKDIVFYKTLKPWLGDGLLLSVGDKWRHHRRLLTPAFHFNILKPYIKIFSKSANIMHAKWQRLAMEGSTCLDVFEHISLMTLDSLQKCIFSFDSNCQEKPSEYITAIMELSALVVKRNNQFFRYKDFLYFLTPCGRRFHRACRLVHDFTDAVIQERRRTLTSQGVDDFLQAKAKSKTLDFID.... Result: 0 (no interaction).